This data is from Forward reaction prediction with 1.9M reactions from USPTO patents (1976-2016). The task is: Predict the product of the given reaction. (1) Given the reactants [Br:1][C:2]1[CH:7]=[CH:6][C:5]([CH2:8][C:9]([OH:11])=O)=[CH:4][CH:3]=1.ClC1C=C(CC([C:22]2[CH:23]=[CH:24][C:25]3[O:30][CH2:29][C:28](=[O:31])[NH:27][C:26]=3[CH:32]=2)=O)C=CC=1, predict the reaction product. The product is: [Br:1][C:2]1[CH:3]=[CH:4][C:5]([CH2:8][C:9]([C:22]2[CH:23]=[CH:24][C:25]3[O:30][CH2:29][C:28](=[O:31])[NH:27][C:26]=3[CH:32]=2)=[O:11])=[CH:6][CH:7]=1.[O:30]1[C:25]2[CH:24]=[CH:23][CH:22]=[CH:32][C:26]=2[NH:27][C:28](=[O:31])[CH2:29]1. (2) The product is: [C:2]([C:4]1([NH:10][C:11](=[O:17])[O:12][C:13]([CH3:15])([CH3:14])[CH3:16])[CH2:5][CH2:6][O:7][CH2:8][CH2:9]1)#[N:1]. Given the reactants [NH2:1][C:2]([C:4]1([NH:10][C:11](=[O:17])[O:12][C:13]([CH3:16])([CH3:15])[CH3:14])[CH2:9][CH2:8][O:7][CH2:6][CH2:5]1)=O.C(N(CC)CC)C.FC(F)(F)C(OC(=O)C(F)(F)F)=O, predict the reaction product. (3) Given the reactants Br[C:2]1[CH:3]=[C:4]2[C:9](=[CH:10][CH:11]=1)[CH:8]=[N:7][CH:6]=[C:5]2[Cl:12].[CH3:13][N:14]1[CH:18]=[CH:17][N:16]=[C:15]1[Sn](CCCC)(CCCC)CCCC, predict the reaction product. The product is: [Cl:12][C:5]1[C:4]2[C:9](=[CH:10][CH:11]=[C:2]([C:15]3[N:14]([CH3:13])[CH:18]=[CH:17][N:16]=3)[CH:3]=2)[CH:8]=[N:7][CH:6]=1.